Dataset: NCI-60 drug combinations with 297,098 pairs across 59 cell lines. Task: Regression. Given two drug SMILES strings and cell line genomic features, predict the synergy score measuring deviation from expected non-interaction effect. (1) Drug 1: CC1C(C(CC(O1)OC2CC(OC(C2O)C)OC3=CC4=CC5=C(C(=O)C(C(C5)C(C(=O)C(C(C)O)O)OC)OC6CC(C(C(O6)C)O)OC7CC(C(C(O7)C)O)OC8CC(C(C(O8)C)O)(C)O)C(=C4C(=C3C)O)O)O)O. Drug 2: CC(C)NC(=O)C1=CC=C(C=C1)CNNC.Cl. Cell line: K-562. Synergy scores: CSS=56.3, Synergy_ZIP=1.68, Synergy_Bliss=-0.611, Synergy_Loewe=-14.7, Synergy_HSA=-3.52. (2) Drug 1: CCC1=CC2CC(C3=C(CN(C2)C1)C4=CC=CC=C4N3)(C5=C(C=C6C(=C5)C78CCN9C7C(C=CC9)(C(C(C8N6C)(C(=O)OC)O)OC(=O)C)CC)OC)C(=O)OC.C(C(C(=O)O)O)(C(=O)O)O. Drug 2: C1CCC(C(C1)N)N.C(=O)(C(=O)[O-])[O-].[Pt+4]. Cell line: HL-60(TB). Synergy scores: CSS=50.8, Synergy_ZIP=-6.51, Synergy_Bliss=-5.12, Synergy_Loewe=-7.79, Synergy_HSA=-3.49. (3) Drug 1: CC12CCC(CC1=CCC3C2CCC4(C3CC=C4C5=CN=CC=C5)C)O. Drug 2: B(C(CC(C)C)NC(=O)C(CC1=CC=CC=C1)NC(=O)C2=NC=CN=C2)(O)O. Cell line: SN12C. Synergy scores: CSS=4.70, Synergy_ZIP=-2.09, Synergy_Bliss=-0.925, Synergy_Loewe=-0.0589, Synergy_HSA=-0.0963. (4) Drug 1: C1=CN(C(=O)N=C1N)C2C(C(C(O2)CO)O)O.Cl. Drug 2: C1CC(=O)NC(=O)C1N2C(=O)C3=CC=CC=C3C2=O. Cell line: KM12. Synergy scores: CSS=30.5, Synergy_ZIP=-8.77, Synergy_Bliss=-0.727, Synergy_Loewe=-40.2, Synergy_HSA=-1.36. (5) Drug 1: CC12CCC3C(C1CCC2=O)CC(=C)C4=CC(=O)C=CC34C. Drug 2: CC12CCC3C(C1CCC2OP(=O)(O)O)CCC4=C3C=CC(=C4)OC(=O)N(CCCl)CCCl.[Na+]. Cell line: HOP-92. Synergy scores: CSS=0.356, Synergy_ZIP=-12.2, Synergy_Bliss=-25.1, Synergy_Loewe=-33.8, Synergy_HSA=-25.8. (6) Drug 1: C1=C(C(=O)NC(=O)N1)N(CCCl)CCCl. Drug 2: CC=C1C(=O)NC(C(=O)OC2CC(=O)NC(C(=O)NC(CSSCCC=C2)C(=O)N1)C(C)C)C(C)C. Cell line: SW-620. Synergy scores: CSS=53.3, Synergy_ZIP=-1.38, Synergy_Bliss=-0.216, Synergy_Loewe=-19.5, Synergy_HSA=1.16. (7) Drug 1: CC(CN1CC(=O)NC(=O)C1)N2CC(=O)NC(=O)C2. Drug 2: C1CN(P(=O)(OC1)NCCCl)CCCl. Cell line: A549. Synergy scores: CSS=24.8, Synergy_ZIP=-3.31, Synergy_Bliss=-6.85, Synergy_Loewe=-19.7, Synergy_HSA=-6.18. (8) Drug 1: C1=CC(=C2C(=C1NCCNCCO)C(=O)C3=C(C=CC(=C3C2=O)O)O)NCCNCCO. Drug 2: CC1CCCC2(C(O2)CC(NC(=O)CC(C(C(=O)C(C1O)C)(C)C)O)C(=CC3=CSC(=N3)C)C)C. Cell line: SR. Synergy scores: CSS=44.1, Synergy_ZIP=-1.42, Synergy_Bliss=-3.80, Synergy_Loewe=-6.18, Synergy_HSA=-3.72. (9) Drug 1: C1=CC(=C2C(=C1NCCNCCO)C(=O)C3=C(C=CC(=C3C2=O)O)O)NCCNCCO. Cell line: SR. Drug 2: CCC1(CC2CC(C3=C(CCN(C2)C1)C4=CC=CC=C4N3)(C5=C(C=C6C(=C5)C78CCN9C7C(C=CC9)(C(C(C8N6C)(C(=O)OC)O)OC(=O)C)CC)OC)C(=O)OC)O.OS(=O)(=O)O. Synergy scores: CSS=92.4, Synergy_ZIP=7.66, Synergy_Bliss=7.31, Synergy_Loewe=5.93, Synergy_HSA=9.90.